Dataset: Full USPTO retrosynthesis dataset with 1.9M reactions from patents (1976-2016). Task: Predict the reactants needed to synthesize the given product. Given the product [F:1][C:2]([F:16])([F:17])[C:3]1[CH:4]=[CH:5][C:6]([C:9]2[CH:14]=[CH:13][CH:12]=[C:11]([NH:15][S:25]([CH3:24])(=[O:27])=[O:26])[CH:10]=2)=[CH:7][CH:8]=1, predict the reactants needed to synthesize it. The reactants are: [F:1][C:2]([F:17])([F:16])[C:3]1[CH:8]=[CH:7][C:6]([C:9]2[CH:14]=[CH:13][CH:12]=[C:11]([NH2:15])[CH:10]=2)=[CH:5][CH:4]=1.N1C=CC=CC=1.[CH3:24][S:25](Cl)(=[O:27])=[O:26].